From a dataset of Peptide-MHC class I binding affinity with 185,985 pairs from IEDB/IMGT. Regression. Given a peptide amino acid sequence and an MHC pseudo amino acid sequence, predict their binding affinity value. This is MHC class I binding data. (1) The peptide sequence is YFTNDVSFL. The MHC is HLA-A30:02 with pseudo-sequence HLA-A30:02. The binding affinity (normalized) is 0. (2) The MHC is HLA-B08:03 with pseudo-sequence HLA-B08:03. The binding affinity (normalized) is 0.0847. The peptide sequence is RSLFNTVATLY. (3) The peptide sequence is SFWFFHPPY. The MHC is HLA-A68:02 with pseudo-sequence HLA-A68:02. The binding affinity (normalized) is 0.0847. (4) The peptide sequence is RRIFDLIEL. The MHC is HLA-A11:01 with pseudo-sequence HLA-A11:01. The binding affinity (normalized) is 0. (5) The peptide sequence is HLTPAQLSM. The MHC is HLA-B15:01 with pseudo-sequence HLA-B15:01. The binding affinity (normalized) is 0.308. (6) The peptide sequence is NAMGADYYA. The MHC is HLA-A02:03 with pseudo-sequence HLA-A02:03. The binding affinity (normalized) is 0.0847. (7) The peptide sequence is HSKRKCDEL. The MHC is HLA-B54:01 with pseudo-sequence HLA-B54:01. The binding affinity (normalized) is 0.0301. (8) The peptide sequence is KVVRVQRPAK. The MHC is HLA-A30:01 with pseudo-sequence HLA-A30:01. The binding affinity (normalized) is 0.833.